From a dataset of Reaction yield outcomes from USPTO patents with 853,638 reactions. Predict the reaction yield, written as a fraction of the theoretical maximum amount of product (1.0 means a 100% yield; for example, 0.34 means a 34% yield). (1) The reactants are BrBr.[CH2:3]([O:5][C:6]([CH:8]1[CH2:19][N:18]([CH:20]2[CH2:25][CH2:24][CH2:23][CH2:22][CH2:21]2)[C:11]2[N:12]=[C:13]([S:16][CH3:17])[N:14]=[CH:15][C:10]=2[C:9]1=[O:26])=[O:7])[CH3:4].C(N(C(C)C)CC)(C)C. The product is [CH2:3]([O:5][C:6]([C:8]1[C:9](=[O:26])[C:10]2[CH:15]=[N:14][C:13]([S:16][CH3:17])=[N:12][C:11]=2[N:18]([CH:20]2[CH2:21][CH2:22][CH2:23][CH2:24][CH2:25]2)[CH:19]=1)=[O:7])[CH3:4]. The catalyst is C(Cl)Cl. The yield is 0.870. (2) The catalyst is CN1C(=O)CCC1. The yield is 0.450. The product is [CH3:20][C:18]1[CH:19]=[C:14]([N:10]2[CH2:9][CH2:8][C:7]3[C:12](=[CH:3][N:4]=[CH:5][CH:6]=3)[CH2:11]2)[CH:15]=[CH:16][C:17]=1[N+:21]([O-:23])=[O:22]. The reactants are Cl.Cl.[CH2:3]1[C:12]2[C:7](=[CH:8][CH:9]=[N:10][CH:11]=2)[CH2:6][CH2:5][NH:4]1.F[C:14]1[CH:15]=[CH:16][C:17]([N+:21]([O-:23])=[O:22])=[C:18]([CH3:20])[CH:19]=1.C([O-])([O-])=O.[Na+].[Na+]. (3) The reactants are BrC1N=C(N[C:11]2[CH:16]=[CH:15][N:14]3[CH:17]=[CH:18][N:19]=[C:13]3[CH:12]=2)C(=O)N(C)C=1.[C:20]([O:23][CH2:24][C:25]1[C:26]([N:34]2[CH2:45][CH2:44][N:43]3[C:36](=[CH:37][C:38]4[CH2:39][C:40]([CH3:47])([CH3:46])[CH2:41][C:42]=43)[C:35]2=[O:48])=[N:27][CH:28]=[CH:29][C:30]=1B(O)O)(=[O:22])[CH3:21].[O-]P([O-])([O-])=O.[K+].[K+].[K+].[C:57](#[N:59])[CH3:58]. The catalyst is O.C1C=CC(P(C2C=CC=CC=2)[C-]2C=CC=C2)=CC=1.C1C=CC(P(C2C=CC=CC=2)[C-]2C=CC=C2)=CC=1.Cl[Pd]Cl.[Fe+2]. The product is [C:20]([O:23][CH2:24][C:25]1[C:26]([N:34]2[CH2:45][CH2:44][N:43]3[C:36](=[CH:37][C:38]4[CH2:39][C:40]([CH3:47])([CH3:46])[CH2:41][C:42]=43)[C:35]2=[O:48])=[N:27][CH:28]=[CH:29][C:30]=1[C:57]1[N:59]=[C:36]([NH:43][C:16]2[CH:11]=[CH:12][C:13]3[N:14]([CH:17]=[CH:18][N:19]=3)[CH:15]=2)[C:35](=[O:48])[N:34]([CH3:26])[CH:58]=1)(=[O:22])[CH3:21]. The yield is 0.340. (4) The reactants are [CH2:1]([C:5]1[CH:10]=[CH:9][C:8]([C:11]#[C:12][C:13]2[CH:39]=[CH:38][C:16]([CH2:17][N:18]([CH2:25][C:26]3[CH:37]=[CH:36][C:29]([O:30][CH2:31][C:32]([O:34]C)=[O:33])=[CH:28][CH:27]=3)[C:19]([NH:21][CH2:22][CH2:23][CH3:24])=[O:20])=[CH:15][CH:14]=2)=[CH:7][CH:6]=1)[CH2:2][CH2:3][CH3:4].[OH-].[Na+].Cl. The catalyst is CO.C1COCC1. The product is [CH2:1]([C:5]1[CH:6]=[CH:7][C:8]([C:11]#[C:12][C:13]2[CH:39]=[CH:38][C:16]([CH2:17][N:18]([CH2:25][C:26]3[CH:37]=[CH:36][C:29]([O:30][CH2:31][C:32]([OH:34])=[O:33])=[CH:28][CH:27]=3)[C:19]([NH:21][CH2:22][CH2:23][CH3:24])=[O:20])=[CH:15][CH:14]=2)=[CH:9][CH:10]=1)[CH2:2][CH2:3][CH3:4]. The yield is 0.770. (5) The yield is 0.890. The product is [CH2:57]([O:64][CH2:65][C:66]([NH:1][C:2]1[N:7]=[N:6][C:5]([N:8]2[CH2:9][CH2:10][N:11]([C:14](=[O:15])[C:16]3[CH:21]=[CH:20][CH:19]=[CH:18][C:17]=3[C:22]([F:25])([F:24])[F:23])[CH2:12][CH2:13]2)=[CH:4][CH:3]=1)=[O:67])[C:58]1[CH:63]=[CH:62][CH:61]=[CH:60][CH:59]=1. The reactants are [NH2:1][C:2]1[N:7]=[N:6][C:5]([N:8]2[CH2:13][CH2:12][N:11]([C:14]([C:16]3[CH:21]=[CH:20][CH:19]=[CH:18][C:17]=3[C:22]([F:25])([F:24])[F:23])=[O:15])[CH2:10][CH2:9]2)=[CH:4][CH:3]=1.C(N(C(C)C)CC)(C)C.O.ON1C2C=CC=CC=2N=N1.CN(C)CCCN=C=NCC.[CH2:57]([O:64][CH2:65][C:66](O)=[O:67])[C:58]1[CH:63]=[CH:62][CH:61]=[CH:60][CH:59]=1. The catalyst is ClCCl. (6) The reactants are S(Cl)([Cl:3])=O.[NH2:5][C@H:6]([C:15]([OH:17])=[O:16])[CH2:7][C:8]1[CH:13]=[CH:12][C:11]([OH:14])=[CH:10][CH:9]=1.[CH3:18]O. No catalyst specified. The product is [Cl-:3].[OH:14][C:11]1[CH:10]=[CH:9][C:8]([CH2:7][C@H:6]([NH3+:5])[C:15]([O:17][CH3:18])=[O:16])=[CH:13][CH:12]=1. The yield is 0.840.